From a dataset of Peptide-MHC class I binding affinity with 185,985 pairs from IEDB/IMGT. Regression. Given a peptide amino acid sequence and an MHC pseudo amino acid sequence, predict their binding affinity value. This is MHC class I binding data. (1) The peptide sequence is VVSEIDLQW. The MHC is HLA-B57:01 with pseudo-sequence HLA-B57:01. The binding affinity (normalized) is 0.0847. (2) The peptide sequence is SLRLSCAASGF. The MHC is HLA-A30:02 with pseudo-sequence HLA-A30:02. The binding affinity (normalized) is 0.162. (3) The peptide sequence is YLKAKREKL. The MHC is HLA-B08:02 with pseudo-sequence HLA-B08:02. The binding affinity (normalized) is 0.335. (4) The peptide sequence is TSTLQEQIAW. The MHC is HLA-B44:03 with pseudo-sequence HLA-B44:03. The binding affinity (normalized) is 0.144. (5) The peptide sequence is LAYFPVFRFLNGS. The MHC is HLA-B57:01 with pseudo-sequence HLA-B57:01. The binding affinity (normalized) is 0. (6) The peptide sequence is EVEHRTRVR. The MHC is HLA-B15:01 with pseudo-sequence HLA-B15:01. The binding affinity (normalized) is 0.0847. (7) The MHC is HLA-B46:01 with pseudo-sequence HLA-B46:01. The peptide sequence is NTRDHVNLV. The binding affinity (normalized) is 0.0847.